Predict the reaction yield, written as a fraction of the theoretical maximum amount of product (1.0 means a 100% yield; for example, 0.34 means a 34% yield). From a dataset of Reaction yield outcomes from USPTO patents with 853,638 reactions. (1) The reactants are [C-:1]#[N:2].[K+].[CH2:4]([N:11]1[CH2:16][CH2:15][N:14]([CH2:17][C:18]2[CH:23]=[CH:22][CH:21]=[CH:20][CH:19]=2)[CH2:13][CH:12]1[CH2:24]Cl)[C:5]1[CH:10]=[CH:9][CH:8]=[CH:7][CH:6]=1. The catalyst is O.C(O)C. The product is [CH2:4]([N:11]1[CH2:16][CH2:15][N:14]([CH2:17][C:18]2[CH:23]=[CH:22][CH:21]=[CH:20][CH:19]=2)[CH2:13][CH:12]1[CH2:24][C:1]#[N:2])[C:5]1[CH:10]=[CH:9][CH:8]=[CH:7][CH:6]=1. The yield is 0.590. (2) The reactants are CO[CH2:3][CH2:4][O:5]C.[Br-:7].[Br-:8].[Br-].[C:10]1([N+](C)(C)C)[CH:15]=[CH:14][CH:13]=[CH:12][CH:11]=1.[C:20]1([N+](C)(C)C)C=CC=CC=1.C1([N+](C)(C)C)C=CC=CC=1. The catalyst is BrC1C=C(C(=O)CC)C=CC=1.C(OCC)(=O)C. The product is [Br:7][CH:3]([CH3:20])[C:4]([C:10]1[CH:15]=[CH:14][CH:13]=[C:12]([Br:8])[CH:11]=1)=[O:5]. The yield is 0.970. (3) The reactants are Br[C:2]1[C:3]2[C:8]([C:9]([C:16]3[CH:21]=[CH:20][CH:19]=[CH:18][CH:17]=3)=[C:10]3[C:15]=1[CH:14]=[CH:13][CH:12]=[CH:11]3)=[CH:7][CH:6]=[CH:5][CH:4]=2.[Li]CCCC.[I:27]I.S([O-])([O-])(=O)=S.[Na+].[Na+]. The catalyst is C1COCC1. The product is [I:27][C:2]1[C:3]2[C:8]([C:9]([C:16]3[CH:21]=[CH:20][CH:19]=[CH:18][CH:17]=3)=[C:10]3[C:15]=1[CH:14]=[CH:13][CH:12]=[CH:11]3)=[CH:7][CH:6]=[CH:5][CH:4]=2. The yield is 0.830. (4) The reactants are [CH3:1][S:2][C:3]1[N:8]=[C:7]([C:9]2[CH:10]=[N:11][CH:12]=[CH:13][CH:14]=2)[C:6]([OH:15])=[CH:5][CH:4]=1.Cl[C:17]1[C:26]2[C:21](=[CH:22][C:23]([O:29][CH3:30])=[C:24]([O:27][CH3:28])[CH:25]=2)[N:20]=[CH:19][CH:18]=1.O. The catalyst is CN(C)C1C=CN=CC=1.ClC1C=CC=CC=1Cl. The product is [CH3:28][O:27][C:24]1[CH:25]=[C:26]2[C:21](=[CH:22][C:23]=1[O:29][CH3:30])[N:20]=[CH:19][CH:18]=[C:17]2[O:15][C:6]1[C:7]([C:9]2[CH:10]=[N:11][CH:12]=[CH:13][CH:14]=2)=[N:8][C:3]([S:2][CH3:1])=[CH:4][CH:5]=1. The yield is 0.910.